From a dataset of Forward reaction prediction with 1.9M reactions from USPTO patents (1976-2016). Predict the product of the given reaction. (1) Given the reactants [C:1]([C:5]1[NH:6][C:7](=[O:21])[C:8]2([N:20]=1)[CH2:16][C:15]1[C:10](=[CH:11][CH:12]=[C:13]([N+:17]([O-])=O)[CH:14]=1)[CH2:9]2)([CH3:4])([CH3:3])[CH3:2], predict the reaction product. The product is: [NH2:17][C:13]1[CH:14]=[C:15]2[C:10](=[CH:11][CH:12]=1)[CH2:9][C:8]1([C:7](=[O:21])[NH:6][C:5]([C:1]([CH3:4])([CH3:3])[CH3:2])=[N:20]1)[CH2:16]2. (2) Given the reactants [OH:1][CH2:2][CH2:3][N:4]1[C:9](=[O:10])[CH:8]=[CH:7][C:6]([C:11]2[CH:16]=[CH:15][CH:14]=[CH:13][CH:12]=2)=[N:5]1.[H-].[Na+].[Cl:19][C:20]1[CH:25]=[C:24](F)[CH:23]=[CH:22][N:21]=1.C([O-])(O)=O.[Na+], predict the reaction product. The product is: [Cl:19][C:20]1[CH:25]=[C:24]([O:1][CH2:2][CH2:3][N:4]2[C:9](=[O:10])[CH:8]=[CH:7][C:6]([C:11]3[CH:16]=[CH:15][CH:14]=[CH:13][CH:12]=3)=[N:5]2)[CH:23]=[CH:22][N:21]=1. (3) Given the reactants [Si:1]([O:8][CH2:9][C:10]1[N:11]([CH3:29])[C:12]2[C:17]([CH:18]=1)=[CH:16][C:15]([CH:19]=[O:20])=[C:14]([NH:21][C:22](=[O:28])[O:23][C:24]([CH3:27])([CH3:26])[CH3:25])[CH:13]=2)([C:4]([CH3:7])([CH3:6])[CH3:5])([CH3:3])[CH3:2].[H-].[Na+].[CH2:32](I)[CH:33]=[CH2:34], predict the reaction product. The product is: [CH2:34]([N:21]([C:14]1[CH:13]=[C:12]2[C:17]([CH:18]=[C:10]([CH2:9][O:8][Si:1]([C:4]([CH3:7])([CH3:6])[CH3:5])([CH3:3])[CH3:2])[N:11]2[CH3:29])=[CH:16][C:15]=1[CH:19]=[O:20])[C:22](=[O:28])[O:23][C:24]([CH3:27])([CH3:26])[CH3:25])[CH:33]=[CH2:32]. (4) Given the reactants [C:1]([C@@H:4]1[CH2:8][CH2:7][C@H:6]([NH:9]C(=O)OC(C)(C)C)[CH2:5]1)(=[S:3])[NH2:2].[Cl:17][CH2:18][C:19](=O)[CH3:20].Cl, predict the reaction product. The product is: [ClH:17].[CH3:20][C:19]1[N:2]=[C:1]([C@@H:4]2[CH2:8][CH2:7][C@H:6]([NH2:9])[CH2:5]2)[S:3][CH:18]=1. (5) Given the reactants C([O:8][C:9]1[C:14](=[O:15])[N:13]=[C:12]([CH2:16][C:17]2([C:22]3[CH:27]=[CH:26][C:25]([Cl:28])=[CH:24][CH:23]=3)[CH2:21][CH2:20][CH2:19][CH2:18]2)[N:11]2[CH2:29][CH2:30][N:31]([C:34]3[CH:39]=[CH:38][CH:37]=[CH:36][CH:35]=3)[C:32](=[O:33])[C:10]=12)C1C=CC=CC=1.Cl.C([O-])(O)=O.[Na+], predict the reaction product. The product is: [Cl:28][C:25]1[CH:26]=[CH:27][C:22]([C:17]2([CH2:16][C:12]3[N:11]4[CH2:29][CH2:30][N:31]([C:34]5[CH:35]=[CH:36][CH:37]=[CH:38][CH:39]=5)[C:32](=[O:33])[C:10]4=[C:9]([OH:8])[C:14](=[O:15])[N:13]=3)[CH2:21][CH2:20][CH2:19][CH2:18]2)=[CH:23][CH:24]=1.